From a dataset of Peptide-MHC class I binding affinity with 185,985 pairs from IEDB/IMGT. Regression. Given a peptide amino acid sequence and an MHC pseudo amino acid sequence, predict their binding affinity value. This is MHC class I binding data. (1) The peptide sequence is KCYGVSATK. The MHC is HLA-A31:01 with pseudo-sequence HLA-A31:01. The binding affinity (normalized) is 0.245. (2) The peptide sequence is AELLAACFA. The MHC is HLA-B40:02 with pseudo-sequence HLA-B40:02. The binding affinity (normalized) is 0.638. (3) The peptide sequence is KKSAFYQSY. The MHC is HLA-B18:01 with pseudo-sequence HLA-B18:01. The binding affinity (normalized) is 0.0847. (4) The peptide sequence is EVAESVMFM. The MHC is HLA-A01:01 with pseudo-sequence HLA-A01:01. The binding affinity (normalized) is 0.0847. (5) The peptide sequence is MTNRQFHQK. The binding affinity (normalized) is 0.629. The MHC is HLA-A03:01 with pseudo-sequence HLA-A03:01. (6) The peptide sequence is FPPSDYFPSV. The MHC is HLA-A02:01 with pseudo-sequence HLA-A02:01. The binding affinity (normalized) is 0.213. (7) The peptide sequence is AISDPCMGL. The MHC is HLA-B40:01 with pseudo-sequence HLA-B40:01. The binding affinity (normalized) is 0.0847. (8) The peptide sequence is SQEDNHFSL. The MHC is HLA-A02:01 with pseudo-sequence HLA-A02:01. The binding affinity (normalized) is 0.0847. (9) The peptide sequence is WRFDSRLAF. The MHC is HLA-A23:01 with pseudo-sequence HLA-A23:01. The binding affinity (normalized) is 0.531.